Task: Predict which catalyst facilitates the given reaction.. Dataset: Catalyst prediction with 721,799 reactions and 888 catalyst types from USPTO Reactant: [Cl:1][C:2]1[CH:3]=[N:4][CH:5]=[C:6]([Cl:9])[C:7]=1[NH2:8].Cl[C:11]1[C:20]2[C:15](=[C:16]([O:23][CH:24]3[CH2:28][CH2:27][CH2:26][CH2:25]3)[C:17]([O:21][CH3:22])=[CH:18][CH:19]=2)[N:14]=[CH:13][N:12]=1. Product: [CH:24]1([O:23][C:16]2[C:17]([O:21][CH3:22])=[CH:18][CH:19]=[C:20]3[C:15]=2[N:14]=[CH:13][N:12]=[C:11]3[NH:8][C:7]2[C:6]([Cl:9])=[CH:5][N:4]=[CH:3][C:2]=2[Cl:1])[CH2:25][CH2:26][CH2:27][CH2:28]1. The catalyst class is: 3.